Dataset: Full USPTO retrosynthesis dataset with 1.9M reactions from patents (1976-2016). Task: Predict the reactants needed to synthesize the given product. (1) The reactants are: [F:1][C:2]([F:22])([F:21])[O:3][C:4]1[CH:5]=[C:6]([C:10]2[N:11]=[C:12]([CH:15]3[CH2:20][CH2:19][NH:18][CH2:17][CH2:16]3)[NH:13][CH:14]=2)[CH:7]=[CH:8][CH:9]=1.Cl[C:24]1[N:32]=[CH:31][N:30]=[C:29]2[C:25]=1[NH:26][CH:27]=[N:28]2.C(N(CC)CC)C. Given the product [F:22][C:2]([F:1])([F:21])[O:3][C:4]1[CH:5]=[C:6]([C:10]2[N:11]=[C:12]([CH:15]3[CH2:16][CH2:17][N:18]([C:24]4[N:32]=[CH:31][N:30]=[C:29]5[C:25]=4[NH:26][CH:27]=[N:28]5)[CH2:19][CH2:20]3)[NH:13][CH:14]=2)[CH:7]=[CH:8][CH:9]=1, predict the reactants needed to synthesize it. (2) The reactants are: [CH3:1][C:2]([C:7]1[CH:12]=[CH:11][C:10]([N+:13]([O-:15])=[O:14])=[CH:9][CH:8]=1)([CH3:6])[CH2:3][C:4]#[N:5].B.C1COCC1. Given the product [CH3:6][C:2]([C:7]1[CH:8]=[CH:9][C:10]([N+:13]([O-:15])=[O:14])=[CH:11][CH:12]=1)([CH3:1])[CH2:3][CH2:4][NH2:5], predict the reactants needed to synthesize it. (3) The reactants are: C([O:3][C:4](=[O:39])[CH2:5][CH2:6][CH2:7][CH2:8][CH2:9][O:10][C:11]1[CH:16]=[CH:15][C:14]([C:17]([CH2:36][CH3:37])([C:20]2[CH:25]=[CH:24][C:23]([C:26]#[C:27][C:28]3([OH:34])[CH2:33][CH2:32][CH2:31][CH2:30][CH2:29]3)=[C:22]([CH3:35])[CH:21]=2)[CH2:18][CH3:19])=[CH:13][C:12]=1[CH3:38])C.[OH-].[K+].[NH4+].[Cl-]. Given the product [CH2:18]([C:17]([C:14]1[CH:15]=[CH:16][C:11]([O:10][CH2:9][CH2:8][CH2:7][CH2:6][CH2:5][C:4]([OH:39])=[O:3])=[C:12]([CH3:38])[CH:13]=1)([C:20]1[CH:25]=[CH:24][C:23]([C:26]#[C:27][C:28]2([OH:34])[CH2:33][CH2:32][CH2:31][CH2:30][CH2:29]2)=[C:22]([CH3:35])[CH:21]=1)[CH2:36][CH3:37])[CH3:19], predict the reactants needed to synthesize it.